From a dataset of Peptide-MHC class I binding affinity with 185,985 pairs from IEDB/IMGT. Regression. Given a peptide amino acid sequence and an MHC pseudo amino acid sequence, predict their binding affinity value. This is MHC class I binding data. (1) The peptide sequence is ISDYDYYRY. The MHC is HLA-B08:01 with pseudo-sequence HLA-B08:01. The binding affinity (normalized) is 0.0847. (2) The peptide sequence is KSYFTNAAL. The MHC is HLA-A02:01 with pseudo-sequence HLA-A02:01. The binding affinity (normalized) is 0.213. (3) The peptide sequence is FRFGDPMPF. The MHC is HLA-B27:05 with pseudo-sequence HLA-B27:05. The binding affinity (normalized) is 0.901. (4) The peptide sequence is SAQNISFKSI. The MHC is HLA-A02:06 with pseudo-sequence HLA-A02:06. The binding affinity (normalized) is 0.148.